This data is from Forward reaction prediction with 1.9M reactions from USPTO patents (1976-2016). The task is: Predict the product of the given reaction. Given the reactants [NH:1]1[C:9]2[C:4](=[CH:5][CH:6]=[C:7]([CH2:10][NH2:11])[CH:8]=2)[CH:3]=[CH:2]1.[CH3:12][O:13][C:14](=[O:32])[C:15]1[CH:20]=[CH:19][C:18]([C:21](ON2C(=O)CCC2=O)=[O:22])=[CH:17][C:16]=1[Cl:31], predict the reaction product. The product is: [CH3:12][O:13][C:14](=[O:32])[C:15]1[CH:20]=[CH:19][C:18]([C:21]([NH:11][CH2:10][C:7]2[CH:8]=[C:9]3[C:4]([CH:3]=[CH:2][NH:1]3)=[CH:5][CH:6]=2)=[O:22])=[CH:17][C:16]=1[Cl:31].